Dataset: Full USPTO retrosynthesis dataset with 1.9M reactions from patents (1976-2016). Task: Predict the reactants needed to synthesize the given product. (1) Given the product [Cl:10][C:6]1[C:7]([C:8]#[N:9])=[C:2]([NH:13][C:14]2[CH:19]=[CH:18][CH:17]=[CH:16][CH:15]=2)[N:3]=[C:4]([S:11][CH3:12])[N:5]=1, predict the reactants needed to synthesize it. The reactants are: Cl[C:2]1[C:7]([C:8]#[N:9])=[C:6]([Cl:10])[N:5]=[C:4]([S:11][CH3:12])[N:3]=1.[NH2:13][C:14]1[CH:19]=[CH:18][CH:17]=[CH:16][CH:15]=1. (2) The reactants are: [C:1]([O:4][C@@H:5]1[C@H:9]([O:10][C:11](=[O:13])[CH3:12])[C@@H:8]([CH3:14])[O:7][C@H:6]1[N:15]1[CH:22]=[C:21]([F:23])[C:19]([NH2:20])=[N:18][C:16]1=[O:17])(=[O:3])[CH3:2].Cl[C:25]([O:27][CH2:28][CH2:29][CH:30]([CH3:47])[CH2:31][CH2:32][CH2:33][CH:34]([CH3:46])[CH2:35][CH2:36][CH2:37][CH:38]([CH3:45])[CH2:39][CH2:40][CH2:41][CH:42]([CH3:44])[CH3:43])=[O:26].CO. Given the product [C:1]([O:4][C@@H:5]1[C@H:9]([O:10][C:11](=[O:13])[CH3:12])[C@@H:8]([CH3:14])[O:7][C@H:6]1[N:15]1[CH:22]=[C:21]([F:23])[C:19]([NH:20][C:25]([O:27][CH2:28][CH2:29][CH:30]([CH3:47])[CH2:31][CH2:32][CH2:33][CH:34]([CH3:46])[CH2:35][CH2:36][CH2:37][CH:38]([CH3:45])[CH2:39][CH2:40][CH2:41][CH:42]([CH3:44])[CH3:43])=[O:26])=[N:18][C:16]1=[O:17])(=[O:3])[CH3:2], predict the reactants needed to synthesize it. (3) The reactants are: S(Cl)([Cl:3])=O.N1C=CC=CC=1.[Cl:11][C:12]1[CH:17]=[CH:16][C:15]([CH:18](O)[CH2:19][C:20]2[CH:25]=[CH:24][C:23]([Cl:26])=[CH:22][CH:21]=2)=[CH:14][CH:13]=1. Given the product [Cl:26][C:23]1[CH:24]=[CH:25][C:20]([CH2:19][CH:18]([Cl:3])[C:15]2[CH:16]=[CH:17][C:12]([Cl:11])=[CH:13][CH:14]=2)=[CH:21][CH:22]=1, predict the reactants needed to synthesize it. (4) Given the product [C:11]([O:10][C:9](=[O:15])[NH:8][C@H:5]1[CH2:6][CH2:7][C@@H:2]([NH:1][C:17]2[CH:22]=[CH:21][C:20]([CH3:23])=[CH:19][N:18]=2)[CH2:3][CH2:4]1)([CH3:12])([CH3:14])[CH3:13], predict the reactants needed to synthesize it. The reactants are: [NH2:1][C@@H:2]1[CH2:7][CH2:6][C@H:5]([NH:8][C:9](=[O:15])[O:10][C:11]([CH3:14])([CH3:13])[CH3:12])[CH2:4][CH2:3]1.Br[C:17]1[CH:22]=[CH:21][C:20]([CH3:23])=[CH:19][N:18]=1.C([O-])(=O)C.[Cs+]. (5) Given the product [CH:1]([O:4][C:5]([CH:7]([NH2:17])[C@@H:8]([CH2:13][CH:14]([CH3:16])[CH3:15])[CH2:9][C:10]([OH:12])=[O:11])=[O:6])([CH3:3])[CH3:2], predict the reactants needed to synthesize it. The reactants are: [CH:1]([O:4][C:5]([CH:7]([NH2:17])[CH:8]([CH2:13][CH:14]([CH3:16])[CH3:15])[CH2:9][C:10]([OH:12])=[O:11])=[O:6])([CH3:3])[CH3:2].C(N(CC)CC)C. (6) Given the product [CH:21]1([NH:27][CH2:17][C:16]2[CH:19]=[CH:20][C:13]([N:10]3[CH2:11][CH2:12][CH:7]([CH2:6][N:1]4[CH2:5][CH2:4][CH2:3][CH2:2]4)[CH2:8][CH2:9]3)=[CH:14][CH:15]=2)[CH2:26][CH2:25][CH2:24][CH2:23][CH2:22]1, predict the reactants needed to synthesize it. The reactants are: [N:1]1([CH2:6][CH:7]2[CH2:12][CH2:11][N:10]([C:13]3[CH:20]=[CH:19][C:16]([CH:17]=O)=[CH:15][CH:14]=3)[CH2:9][CH2:8]2)[CH2:5][CH2:4][CH2:3][CH2:2]1.[CH:21]1([NH2:27])[CH2:26][CH2:25][CH2:24][CH2:23][CH2:22]1. (7) Given the product [Cl:18][C:19]1[N:24]=[C:23]2[N:25]([CH2:2][C:3]3[C:4]([F:17])=[C:5]([N:11]4[CH2:16][CH2:15][O:14][CH2:13][CH2:12]4)[CH:6]=[C:7]([F:10])[C:8]=3[F:9])[N:26]=[CH:27][C:22]2=[CH:21][N:20]=1, predict the reactants needed to synthesize it. The reactants are: Br[CH2:2][C:3]1[C:4]([F:17])=[C:5]([N:11]2[CH2:16][CH2:15][O:14][CH2:13][CH2:12]2)[CH:6]=[C:7]([F:10])[C:8]=1[F:9].[Cl:18][C:19]1[N:24]=[C:23]2[NH:25][N:26]=[CH:27][C:22]2=[CH:21][N:20]=1.